From a dataset of Forward reaction prediction with 1.9M reactions from USPTO patents (1976-2016). Predict the product of the given reaction. (1) Given the reactants Br[C:2]1[CH:16]=[CH:15][CH:14]=[CH:13][C:3]=1[O:4][C:5]1[N:10]=[CH:9][C:8]([O:11][CH3:12])=[CH:7][N:6]=1.[F:17][C:18]1[CH:23]=[C:22](B2OC(C)(C)C(C)(C)O2)[CH:21]=[CH:20][C:19]=1[C:33]1[CH:34]=[N:35][C:36]([NH2:39])=[N:37][CH:38]=1, predict the reaction product. The product is: [F:17][C:18]1[CH:23]=[C:22]([C:2]2[CH:16]=[CH:15][CH:14]=[CH:13][C:3]=2[O:4][C:5]2[N:10]=[CH:9][C:8]([O:11][CH3:12])=[CH:7][N:6]=2)[CH:21]=[CH:20][C:19]=1[C:33]1[CH:38]=[N:37][C:36]([NH2:39])=[N:35][CH:34]=1. (2) Given the reactants [C:1](=O)([O-])[O-].[K+].[K+].[F:7][CH:8]([F:28])[O:9][C:10]1[CH:18]=[CH:17][C:16]([B:19]2[O:23][C:22]([CH3:25])([CH3:24])[C:21]([CH3:27])([CH3:26])[O:20]2)=[CH:15][C:11]=1[C:12]([NH2:14])=[O:13], predict the reaction product. The product is: [F:28][CH:8]([F:7])[O:9][C:10]1[CH:18]=[CH:17][C:16]([B:19]2[O:23][C:22]([CH3:24])([CH3:25])[C:21]([CH3:27])([CH3:26])[O:20]2)=[CH:15][C:11]=1[C:12]([NH:14][CH3:1])=[O:13]. (3) Given the reactants [CH3:1][O:2][C:3]([C:5]1[S:6][C:7]([C:10]([OH:12])=O)=[CH:8][CH:9]=1)=[O:4].Cl.CN(C)CCCN=C=NCC.O.ON1C2C=CC=CC=2N=N1.C(N(CC)CC)C.[F:43][C:44]([F:64])([F:63])[O:45][C:46]1[CH:62]=[CH:61][C:49]([CH2:50][O:51][C:52]2[CH:57]=[CH:56][C:55]([CH:58]([NH2:60])[CH3:59])=[CH:54][CH:53]=2)=[CH:48][CH:47]=1, predict the reaction product. The product is: [CH3:1][O:2][C:3]([C:5]1[S:6][C:7]([C:10](=[O:12])[NH:60][CH:58]([C:55]2[CH:56]=[CH:57][C:52]([O:51][CH2:50][C:49]3[CH:61]=[CH:62][C:46]([O:45][C:44]([F:43])([F:63])[F:64])=[CH:47][CH:48]=3)=[CH:53][CH:54]=2)[CH3:59])=[CH:8][CH:9]=1)=[O:4]. (4) The product is: [Cl:25][C:26]1[CH:31]=[CH:30][N:29]=[C:28]([C:32]([N:50]2[CH2:49][CH2:48][N:47]([S:51]([C:54]3[CH:55]=[CH:56][C:57]([C:60]([F:63])([F:61])[F:62])=[CH:58][CH:59]=3)(=[O:52])=[O:53])[CH2:46][C@@H:45]2[CH3:44])=[O:34])[CH:27]=1. Given the reactants CN(C(ON1N=NC2C=CC=NC1=2)=[N+](C)C)C.F[P-](F)(F)(F)(F)F.[Cl:25][C:26]1[CH:31]=[CH:30][N:29]=[C:28]([C:32]([OH:34])=O)[CH:27]=1.CCN(C(C)C)C(C)C.[CH3:44][C@@H:45]1[NH:50][CH2:49][CH2:48][N:47]([S:51]([C:54]2[CH:59]=[CH:58][C:57]([C:60]([F:63])([F:62])[F:61])=[CH:56][CH:55]=2)(=[O:53])=[O:52])[CH2:46]1, predict the reaction product. (5) Given the reactants Cl.[NH2:2][CH2:3][CH2:4][CH2:5][O:6][C:7]1[CH:27]=[CH:26][C:10]([C:11]([NH:13][C:14]2[CH:19]=[CH:18][C:17]([C:20]3[CH:25]=[CH:24][CH:23]=[CH:22][CH:21]=3)=[CH:16][CH:15]=2)=[O:12])=[CH:9][C:8]=1[NH:28][C:29]([C:31]1([N:34]2[CH2:39][CH2:38][O:37][CH2:36][CH2:35]2)[CH2:33][CH2:32]1)=[O:30].N1C=CC=CC=1.C(N(CC)C(C)C)(C)C.[C:55](OC(=O)C)(=[O:57])[CH3:56], predict the reaction product. The product is: [C:55]([NH:2][CH2:3][CH2:4][CH2:5][O:6][C:7]1[CH:27]=[CH:26][C:10]([C:11]([NH:13][C:14]2[CH:19]=[CH:18][C:17]([C:20]3[CH:25]=[CH:24][CH:23]=[CH:22][CH:21]=3)=[CH:16][CH:15]=2)=[O:12])=[CH:9][C:8]=1[NH:28][C:29]([C:31]1([N:34]2[CH2:35][CH2:36][O:37][CH2:38][CH2:39]2)[CH2:32][CH2:33]1)=[O:30])(=[O:57])[CH3:56]. (6) Given the reactants [CH3:1]S(O)(=O)=O.[CH2:6]([O:13][C:14]1[CH:19]=[CH:18][C:17]([CH2:20][CH:21]([OH:25])[C:22]([OH:24])=[O:23])=[CH:16][CH:15]=1)[C:7]1[CH:12]=[CH:11][CH:10]=[CH:9][CH:8]=1, predict the reaction product. The product is: [OH:25][C@@H:21]([CH2:20][C:17]1[CH:18]=[CH:19][C:14]([O:13][CH2:6][C:7]2[CH:12]=[CH:11][CH:10]=[CH:9][CH:8]=2)=[CH:15][CH:16]=1)[C:22]([O:24][CH3:1])=[O:23]. (7) The product is: [CH3:1][O:2][C:3]1[CH:4]=[C:5]([S:11]([N:14]2[CH2:18][CH2:17][CH:16]([CH2:19][CH2:20][CH2:21][NH:22][C:31](=[O:32])[CH2:30][O:29][CH2:28][C:27]3[CH:34]=[CH:35][C:24]([F:23])=[CH:25][CH:26]=3)[CH2:15]2)(=[O:12])=[O:13])[CH:6]=[CH:7][C:8]=1[O:9][CH3:10]. Given the reactants [CH3:1][O:2][C:3]1[CH:4]=[C:5]([S:11]([N:14]2[CH2:18][CH2:17][CH:16]([CH2:19][CH2:20][CH2:21][NH2:22])[CH2:15]2)(=[O:13])=[O:12])[CH:6]=[CH:7][C:8]=1[O:9][CH3:10].[F:23][C:24]1[CH:35]=[CH:34][C:27]([CH2:28][O:29][CH2:30][C:31](Cl)=[O:32])=[CH:26][CH:25]=1.CCOC(C)=O.C([O-])(O)=O.[Na+], predict the reaction product.